Task: Predict the reaction yield, written as a fraction of the theoretical maximum amount of product (1.0 means a 100% yield; for example, 0.34 means a 34% yield).. Dataset: Reaction yield outcomes from USPTO patents with 853,638 reactions (1) The reactants are O=[C:2]([C:9]1[CH:14]=[CH:13][N:12]=[CH:11][N:10]=1)[CH2:3][C:4]([O:6]CC)=O.[CH3:15][NH:16][C:17]([NH2:19])=[S:18].C1CCN2C(=NCCC2)CC1.CS(O)(=O)=O. The catalyst is C(O)C.O. The product is [SH:18][C:17]1[N:16]([CH3:15])[C:4](=[O:6])[CH:3]=[C:2]([C:9]2[CH:14]=[CH:13][N:12]=[CH:11][N:10]=2)[N:19]=1. The yield is 0.780. (2) The reactants are [C:1]([NH:4][CH:5]([CH2:9][SH:10])[C:6]([OH:8])=O)(=[O:3])[CH3:2].OC1C2N=NNC=2C=CC=1.C1CCC(N=C=NC2CCCCC2)CC1.C([O:40][C:41](=[O:54])[C:42]1[CH:47]=[C:46]([NH2:48])[CH:45]=[CH:44][C:43]=1[O:49]C(C)(C)C)(C)(C)C. The catalyst is CN(C)C=O.C(OCC)(=O)C. The product is [C:1]([NH:4][CH:5]([CH2:9][SH:10])[C:6]([NH:48][C:46]1[CH:45]=[CH:44][C:43]([OH:49])=[C:42]([CH:47]=1)[C:41]([OH:54])=[O:40])=[O:8])(=[O:3])[CH3:2]. The yield is 0.780. (3) The reactants are FC(F)(F)S(O[C:7]1[CH:8]=[C:9]2[C:14](=[CH:15][C:16]=1[O:17][CH3:18])[N:13]=[CH:12][N:11]=[C:10]2[NH:19][C:20]1[CH:25]=[CH:24][CH:23]=[C:22]([Cl:26])[C:21]=1[F:27])(=O)=O.C(N(CC)CC)C.C1(P(C2C=CC=CC=2)CCCP(C2C=CC=CC=2)C2C=CC=CC=2)C=CC=CC=1.C([SiH](CCCCCCCC)CCCCCCCC)CCCCCCC.CN(C)[CH:93]=[O:94]. The catalyst is C([O-])(=O)C.[Pd+2].C([O-])(=O)C. The product is [Cl:26][C:22]1[C:21]([F:27])=[C:20]([NH:19][C:10]2[C:9]3[C:14](=[CH:15][C:16]([O:17][CH3:18])=[C:7]([CH:93]=[O:94])[CH:8]=3)[N:13]=[CH:12][N:11]=2)[CH:25]=[CH:24][CH:23]=1. The yield is 0.410. (4) The reactants are [CH:1]([C:4]1[CH:5]=[C:6]([OH:10])[CH:7]=[CH:8][CH:9]=1)([CH3:3])[CH3:2].[Br:11]N1C(=O)CCC1=O.O.BrC1C=CC(C(C)C)=CC=1O. The catalyst is C(=S)=S. The product is [Br:11][C:5]1[C:4]([CH:1]([CH3:3])[CH3:2])=[CH:9][CH:8]=[CH:7][C:6]=1[OH:10]. The yield is 0.700. (5) The reactants are C([C:3](=[C:9]([O:15][CH2:16][CH3:17])[CH:10]=[CH:11][N:12](C)[CH3:13])[C:4]([O:6][CH2:7][CH3:8])=[O:5])#N.CC(O)=[O:20]. No catalyst specified. The product is [CH2:16]([O:15][C:9]1[CH:10]=[CH:11][NH:12][C:13](=[O:20])[C:3]=1[C:4]([O:6][CH2:7][CH3:8])=[O:5])[CH3:17]. The yield is 0.670. (6) The reactants are [CH3:1][O:2][CH:3]([O:9][CH3:10])/[CH:4]=[CH:5]/[N+:6]([O-:8])=[O:7].[CH2:11]([SH:18])[C:12]1[CH:17]=[CH:16][CH:15]=[CH:14][CH:13]=1.N1CCCCC1.O. The catalyst is C1(C)C=CC=CC=1. The product is [CH3:1][O:2][CH:3]([O:9][CH3:10])[CH:4]([S:18][CH2:11][C:12]1[CH:17]=[CH:16][CH:15]=[CH:14][CH:13]=1)[CH2:5][N+:6]([O-:8])=[O:7]. The yield is 0.860. (7) The reactants are F[P-](F)(F)(F)(F)F.N1(O[P+](N(C)C)(N(C)C)N(C)C)C2C=CC=CC=2N=N1.[O:28]1[CH2:33][CH2:32][O:31][C:30]2[CH:34]=[C:35]([C:38]([OH:40])=O)[CH:36]=[CH:37][C:29]1=2.CCN(C(C)C)C(C)C.[NH2:50][C@@H:51]1[CH2:56][CH2:55][N:54]([C:57]([O:59][C:60]([CH3:63])([CH3:62])[CH3:61])=[O:58])[C@@H:53]([C:64]([O:66][CH3:67])=[O:65])[CH2:52]1. The catalyst is CN(C=O)C.O. The product is [O:28]1[CH2:33][CH2:32][O:31][C:30]2[CH:34]=[C:35]([C:38]([NH:50][C@@H:51]3[CH2:56][CH2:55][N:54]([C:57]([O:59][C:60]([CH3:61])([CH3:62])[CH3:63])=[O:58])[C@@H:53]([C:64]([O:66][CH3:67])=[O:65])[CH2:52]3)=[O:40])[CH:36]=[CH:37][C:29]1=2. The yield is 0.950.